From a dataset of Reaction yield outcomes from USPTO patents with 853,638 reactions. Predict the reaction yield, written as a fraction of the theoretical maximum amount of product (1.0 means a 100% yield; for example, 0.34 means a 34% yield). (1) The reactants are Br[C:2]1[CH:3]=[N:4][CH:5]=[CH:6][C:7]=1[CH2:8][OH:9].[CH:10]([N:13]1[C:17](B2OC(C)(C)C(C)(C)O2)=[CH:16][CH:15]=[N:14]1)([CH3:12])[CH3:11].C([O-])([O-])=O.[K+].[K+].O1CCOCC1. The catalyst is C1C=CC(P(C2C=CC=CC=2)[C-]2C=CC=C2)=CC=1.C1C=CC(P(C2C=CC=CC=2)[C-]2C=CC=C2)=CC=1.Cl[Pd]Cl.[Fe+2].O. The product is [CH:10]([N:13]1[C:17]([C:2]2[CH:3]=[N:4][CH:5]=[CH:6][C:7]=2[CH2:8][OH:9])=[CH:16][CH:15]=[N:14]1)([CH3:12])[CH3:11]. The yield is 0.430. (2) The reactants are [CH3:1][C:2]1([CH3:21])[O:7][C:6]2[CH:8]=[CH:9][CH:10]=[C:11](OS(C(F)(F)F)(=O)=O)[C:5]=2[C:4](=[O:20])[O:3]1.[CH2:22]([O:24][C:25]([C:27]1[CH:28]=[C:29](B(O)O)[CH:30]=[CH:31][CH:32]=1)=[O:26])[CH3:23].C([O-])([O-])=O.[K+].[K+].Cl. The catalyst is CN(C=O)C.C1C=CC([P]([Pd]([P](C2C=CC=CC=2)(C2C=CC=CC=2)C2C=CC=CC=2)([P](C2C=CC=CC=2)(C2C=CC=CC=2)C2C=CC=CC=2)[P](C2C=CC=CC=2)(C2C=CC=CC=2)C2C=CC=CC=2)(C2C=CC=CC=2)C2C=CC=CC=2)=CC=1. The product is [CH3:1][C:2]1([CH3:21])[O:7][C:6]2[CH:8]=[CH:9][CH:10]=[C:11]([C:31]3[CH:32]=[C:27]([CH:28]=[CH:29][CH:30]=3)[C:25]([O:24][CH2:22][CH3:23])=[O:26])[C:5]=2[C:4](=[O:20])[O:3]1. The yield is 0.630. (3) The reactants are [CH2:1]([O:8][C@@H:9]1[C@@H:17]([CH:18]([OH:23])[C:19]([F:22])([F:21])[F:20])[O:16][C@H:15]2[C@H:11]([N:12]=[C:13]([N:24](CC=C)[C:25](=[O:31])[O:26][C:27]([CH3:30])([CH3:29])[CH3:28])[S:14]2)[C@H:10]1[O:35][CH2:36][C:37]1[CH:42]=[CH:41][CH:40]=[CH:39][CH:38]=1)[C:2]1[CH:7]=[CH:6][CH:5]=[CH:4][CH:3]=1.C(N(CC)CC)C.C(O)=O.C([O-])(O)=O.[Na+]. The catalyst is O1CCOCC1.C1C=CC([P]([Pd]([P](C2C=CC=CC=2)(C2C=CC=CC=2)C2C=CC=CC=2)([P](C2C=CC=CC=2)(C2C=CC=CC=2)C2C=CC=CC=2)[P](C2C=CC=CC=2)(C2C=CC=CC=2)C2C=CC=CC=2)(C2C=CC=CC=2)C2C=CC=CC=2)=CC=1.ClCCl. The product is [CH2:1]([O:8][C@@H:9]1[C@@H:17]([CH:18]([OH:23])[C:19]([F:20])([F:22])[F:21])[O:16][C@H:15]2[C@H:11]([N:12]=[C:13]([NH:24][C:25](=[O:31])[O:26][C:27]([CH3:30])([CH3:29])[CH3:28])[S:14]2)[C@H:10]1[O:35][CH2:36][C:37]1[CH:38]=[CH:39][CH:40]=[CH:41][CH:42]=1)[C:2]1[CH:3]=[CH:4][CH:5]=[CH:6][CH:7]=1. The yield is 0.770. (4) The yield is 0.260. The reactants are [NH2:1][C:2]1[CH:3]=[C:4]([CH:21]=[CH:22][CH:23]=1)[O:5][C:6]1[CH:7]=[CH:8][C:9]2[N:10]([CH:12]=[C:13]([NH:15][C:16]([CH:18]3[CH2:20][CH2:19]3)=[O:17])[N:14]=2)[N:11]=1.[CH3:24][S:25]([C:28]1[S:32][C:31]([C:33](O)=[O:34])=[CH:30][CH:29]=1)(=[O:27])=[O:26].Cl.CN(C)CCCN=C=NCC.ON1C2C=CC=CC=2N=N1. The product is [CH:18]1([C:16]([NH:15][C:13]2[N:14]=[C:9]3[CH:8]=[CH:7][C:6]([O:5][C:4]4[CH:3]=[C:2]([NH:1][C:33]([C:31]5[S:32][C:28]([S:25]([CH3:24])(=[O:27])=[O:26])=[CH:29][CH:30]=5)=[O:34])[CH:23]=[CH:22][CH:21]=4)=[N:11][N:10]3[CH:12]=2)=[O:17])[CH2:20][CH2:19]1. The catalyst is CN(C)C=O. (5) The reactants are [I:1]N1C(=O)CCC1=O.CN(C)C=O.[NH2:14][C:15]1[C:23]([O:24][CH3:25])=[C:22]([Br:26])[CH:21]=[C:20]([CH3:27])[C:16]=1[C:17]([OH:19])=[O:18].[OH-].[Na+]. The catalyst is [Cl-].[Na+].O.O. The product is [NH2:14][C:15]1[C:23]([O:24][CH3:25])=[C:22]([Br:26])[C:21]([I:1])=[C:20]([CH3:27])[C:16]=1[C:17]([OH:19])=[O:18]. The yield is 0.570. (6) The reactants are [CH3:1][N:2]1[CH:6]=[CH:5][N:4]=[N:3]1.[Li]CCCC.[Sn:12](Cl)([CH2:21][CH2:22][CH2:23][CH3:24])([CH2:17][CH2:18][CH2:19][CH3:20])[CH2:13][CH2:14][CH2:15][CH3:16]. The catalyst is C1COCC1. The product is [CH3:1][N:2]1[C:6]([Sn:12]([CH2:17][CH2:18][CH2:19][CH3:20])([CH2:21][CH2:22][CH2:23][CH3:24])[CH2:13][CH2:14][CH2:15][CH3:16])=[CH:5][N:4]=[N:3]1. The yield is 0.820.